This data is from Catalyst prediction with 721,799 reactions and 888 catalyst types from USPTO. The task is: Predict which catalyst facilitates the given reaction. Reactant: [CH3:1][O:2][C:3]1[CH:8]=[CH:7][C:6]([C:9]2[N:14]=[C:13]([CH2:15][CH2:16][OH:17])[C:12]([CH3:18])=[CH:11][CH:10]=2)=[CH:5][CH:4]=1.O[C:20]1[CH:21]=[C:22]2[C:26](=[CH:27][CH:28]=1)[C@H:25]([CH2:29][C:30]([O:32][CH2:33][CH3:34])=[O:31])[CH2:24][CH2:23]2.C1(P(C2C=CC=CC=2)C2C=CC=CC=2)C=CC=CC=1.N(C(N1CCCCC1)=O)=NC(N1CCCCC1)=O. Product: [CH3:1][O:2][C:3]1[CH:8]=[CH:7][C:6]([C:9]2[N:14]=[C:13]([CH2:15][CH2:16][O:17][C:20]3[CH:21]=[C:22]4[C:26](=[CH:27][CH:28]=3)[C@H:25]([CH2:29][C:30]([O:32][CH2:33][CH3:34])=[O:31])[CH2:24][CH2:23]4)[C:12]([CH3:18])=[CH:11][CH:10]=2)=[CH:5][CH:4]=1. The catalyst class is: 1.